This data is from Reaction yield outcomes from USPTO patents with 853,638 reactions. The task is: Predict the reaction yield, written as a fraction of the theoretical maximum amount of product (1.0 means a 100% yield; for example, 0.34 means a 34% yield). (1) The reactants are [CH3:1][O:2][C:3]([CH:5]1[CH2:10][CH2:9][N:8]([C:11]([O:13][C:14]([CH3:17])([CH3:16])[CH3:15])=[O:12])[CH2:7][CH2:6]1)=[O:4].[Li+].C[Si]([N-][Si](C)(C)C)(C)C.C1COCC1.Cl[C:34]1[C:43]2[C:38](=[CH:39][C:40]([F:45])=[C:41]([F:44])[CH:42]=2)[N:37]=[CH:36][N:35]=1. The catalyst is C1COCC1. The product is [CH3:1][O:2][C:3]([C:5]1([C:34]2[C:43]3[C:38](=[CH:39][C:40]([F:45])=[C:41]([F:44])[CH:42]=3)[N:37]=[CH:36][N:35]=2)[CH2:6][CH2:7][N:8]([C:11]([O:13][C:14]([CH3:17])([CH3:16])[CH3:15])=[O:12])[CH2:9][CH2:10]1)=[O:4]. The yield is 0.370. (2) The reactants are [CH3:1][O:2][C:3]1[CH:7]=[C:6]([C:8]([OH:10])=O)[N:5]([CH3:11])[N:4]=1.O1CCCC1.C(Cl)(=O)C(Cl)=O.[NH2:23][C:24]1[CH:25]=[C:26]([CH:43]=[CH:44][C:45]=1[CH3:46])[O:27][C:28]1[CH:29]=[CH:30][C:31]2[N:32]([CH:34]=[C:35]([NH:37][C:38]([CH:40]3[CH2:42][CH2:41]3)=[O:39])[N:36]=2)[N:33]=1. The catalyst is CN(C)C=O.CN(C)C(=O)C. The product is [CH:40]1([C:38]([NH:37][C:35]2[N:36]=[C:31]3[CH:30]=[CH:29][C:28]([O:27][C:26]4[CH:43]=[CH:44][C:45]([CH3:46])=[C:24]([NH:23][C:8]([C:6]5[N:5]([CH3:11])[N:4]=[C:3]([O:2][CH3:1])[CH:7]=5)=[O:10])[CH:25]=4)=[N:33][N:32]3[CH:34]=2)=[O:39])[CH2:41][CH2:42]1. The yield is 0.850. (3) The reactants are [Br:1][C:2]1[CH:3]=[C:4]2[C:10]([OH:11])=[N:9][N:8]([CH2:12][C:13]3[CH:18]=[CH:17][C:16]([O:19][CH3:20])=[CH:15][CH:14]=3)[C:5]2=[N:6][CH:7]=1.[C:21]1(P(C2C=CC=CC=2)C2C=CC=CC=2)C=CC=C[CH:22]=1.C(O)C.N(C(OC(C)C)=O)=NC(OC(C)C)=O. The catalyst is C1COCC1. The product is [Br:1][C:2]1[CH:3]=[C:4]2[C:10]([O:11][CH2:21][CH3:22])=[N:9][N:8]([CH2:12][C:13]3[CH:18]=[CH:17][C:16]([O:19][CH3:20])=[CH:15][CH:14]=3)[C:5]2=[N:6][CH:7]=1. The yield is 0.490. (4) The reactants are Br[CH2:2][CH2:3][CH2:4][CH2:5][CH2:6][Br:7].[C:8]([O:13][CH2:14][CH3:15])(=[O:12])[CH:9]([CH3:11])[CH3:10].[Li+].CC([N-]C(C)C)C. The catalyst is C1COCC1. The product is [Br:7][CH2:6][CH2:5][CH2:4][CH2:3][CH2:2][C:9]([CH3:11])([CH3:10])[C:8]([O:13][CH2:14][CH3:15])=[O:12]. The yield is 0.440. (5) The reactants are [CH3:1][O:2][C:3]1[CH:4]=[C:5]2[C:10](=O)[NH:9][C:7](=O)[C:6]2=[CH:12][CH:13]=1.B.CO.Cl. The catalyst is O1CCCC1. The product is [CH3:1][O:2][C:3]1[CH:4]=[C:5]2[C:6](=[CH:12][CH:13]=1)[CH2:7][NH:9][CH2:10]2. The yield is 0.470. (6) The reactants are [Cl:1][C:2]1[N:3]=[CH:4][NH:5][CH:6]=1.Cl[C:8]1[CH:13]=[CH:12][C:11]([N+:14]([O-:16])=[O:15])=[CH:10][N:9]=1.C(=O)([O-])[O-].[K+].[K+].C(#N)C. The catalyst is O. The product is [Cl:1][C:2]1[N:3]=[CH:4][N:5]([C:8]2[CH:13]=[CH:12][C:11]([N+:14]([O-:16])=[O:15])=[CH:10][N:9]=2)[CH:6]=1. The yield is 0.680. (7) The reactants are [NH2:1][C@@H:2]([CH3:17])[C@@H:3]([C:5]1[CH:6]=[CH:7][C:8]([OH:16])=[C:9]([NH:11][S:12]([CH3:15])(=[O:14])=[O:13])[CH:10]=1)[OH:4].[Cl:18][C:19]1[CH:20]=[C:21]([CH:24]=[C:25]([Cl:27])[CH:26]=1)[CH:22]=O. The catalyst is CO. The product is [Cl:18][C:19]1[CH:20]=[C:21]([CH:24]=[C:25]([Cl:27])[CH:26]=1)[CH2:22][NH:1][C@@H:2]([CH3:17])[C@@H:3]([C:5]1[CH:6]=[CH:7][C:8]([OH:16])=[C:9]([NH:11][S:12]([CH3:15])(=[O:14])=[O:13])[CH:10]=1)[OH:4]. The yield is 0.450.